From a dataset of Peptide-MHC class I binding affinity with 185,985 pairs from IEDB/IMGT. Regression. Given a peptide amino acid sequence and an MHC pseudo amino acid sequence, predict their binding affinity value. This is MHC class I binding data. (1) The peptide sequence is SIYIAVANCV. The MHC is HLA-A02:01 with pseudo-sequence HLA-A02:01. The binding affinity (normalized) is 0.327. (2) The peptide sequence is RFSFNCSMK. The MHC is HLA-B07:02 with pseudo-sequence HLA-B07:02. The binding affinity (normalized) is 0.0847. (3) The peptide sequence is IEIKDTKEAL. The MHC is HLA-B57:01 with pseudo-sequence HLA-B57:01. The binding affinity (normalized) is 0. (4) The peptide sequence is TLISLNSMY. The MHC is HLA-A31:01 with pseudo-sequence HLA-A31:01. The binding affinity (normalized) is 0.169.